Task: Predict which catalyst facilitates the given reaction.. Dataset: Catalyst prediction with 721,799 reactions and 888 catalyst types from USPTO (1) Reactant: O[CH2:2][CH:3]1[N:8]([C:9](=[O:21])[NH:10][C:11]2[CH:16]=[CH:15][CH:14]=[C:13]([C:17]([F:20])([F:19])[F:18])[CH:12]=2)[CH2:7][CH2:6][N:5]([C:22]([O:24][C:25]([CH3:28])([CH3:27])[CH3:26])=[O:23])[CH2:4]1.C1(P(C2C=CC=CC=2)C2C=CC=CC=2)C=CC=CC=1.N(C(OCC)=O)=NC(OCC)=O.C1(C)C=CC=CC=1.O. Product: [O:21]=[C:9]1[N:8]2[CH2:7][CH2:6][N:5]([C:22]([O:24][C:25]([CH3:27])([CH3:26])[CH3:28])=[O:23])[CH2:4][CH:3]2[CH2:2][N:10]1[C:11]1[CH:16]=[CH:15][CH:14]=[C:13]([C:17]([F:19])([F:18])[F:20])[CH:12]=1. The catalyst class is: 9. (2) Reactant: [N:1]1([C:7]2[N:12]=[CH:11]C=CN=2)[CH2:6][CH2:5][NH:4][CH2:3][CH2:2]1.[CH:13]([N:26]1[CH2:29][CH:28](OS(C)(=O)=O)[CH2:27]1)([C:20]1[CH:25]=[CH:24][CH:23]=[CH:22][CH:21]=1)[C:14]1[CH:19]=[CH:18][CH:17]=[CH:16][CH:15]=1.[CH3:35][CH2:36][N:37](C(C)C)C(C)C. Product: [CH:13]([N:26]1[CH2:29][CH:28]([CH:6]2[CH2:5][NH:4][CH2:3][CH2:2][N:1]2[C:7]2[CH:35]=[CH:36][N:37]=[CH:11][N:12]=2)[CH2:27]1)([C:20]1[CH:25]=[CH:24][CH:23]=[CH:22][CH:21]=1)[C:14]1[CH:19]=[CH:18][CH:17]=[CH:16][CH:15]=1. The catalyst class is: 23.